The task is: Regression/Classification. Given a drug SMILES string, predict its absorption, distribution, metabolism, or excretion properties. Task type varies by dataset: regression for continuous measurements (e.g., permeability, clearance, half-life) or binary classification for categorical outcomes (e.g., BBB penetration, CYP inhibition). Dataset: cyp2c19_veith.. This data is from CYP2C19 inhibition data for predicting drug metabolism from PubChem BioAssay. (1) The compound is CO[C@H]1COC(=O)[C@H](C)NC(=O)[C@@H](C)COC(=O)C/C=C\[C@@H]1C. The result is 0 (non-inhibitor). (2) The drug is CS(=O)(=O)Nc1cccc(-c2cncnc2-n2ccnc2)c1. The result is 0 (non-inhibitor). (3) The compound is COC(=O)[C@@]1(Cc2ccc(F)cc2)[C@H]2c3cc(C(=O)N4CCCC4)n(Cc4ccc(C(F)(F)F)nc4)c3C[C@H]2CN1C(=O)c1ccccc1. The result is 0 (non-inhibitor). (4) The compound is Cc1cccc(Cc2c(C)nc3nc(SCC(=O)NCc4ccco4)nn3c2C)c1. The result is 1 (inhibitor). (5) The molecule is Cc1[nH]nc2nc(SCC(=O)NCC3CCCO3)n(-c3ccc(Br)cc3)c(=N)c12. The result is 1 (inhibitor).